From a dataset of Catalyst prediction with 721,799 reactions and 888 catalyst types from USPTO. Predict which catalyst facilitates the given reaction. (1) Reactant: Cl[C:2]1[CH:7]=[CH:6][C:5]([C:8]2([C:11]([N:13]3[CH2:17][CH2:16][C@@:15]4([C:21]5[CH:22]=[CH:23][CH:24]=[CH:25][C:20]=5[C:19](=[O:26])[O:18]4)[CH2:14]3)=[O:12])[CH2:10][CH2:9]2)=[CH:4][CH:3]=1.[N:27]1[CH:32]=[C:31](B(O)O)[CH:30]=[N:29][CH:28]=1.C(P(C(C)(C)C)C(C)(C)C)(C)(C)C.C(=O)([O-])[O-].[Cs+].[Cs+].O1CCOCC1. Product: [N:27]1[CH:32]=[C:31]([C:2]2[CH:3]=[CH:4][C:5]([C:8]3([C:11]([N:13]4[CH2:17][CH2:16][C@@:15]5([C:21]6[CH:22]=[CH:23][CH:24]=[CH:25][C:20]=6[C:19](=[O:26])[O:18]5)[CH2:14]4)=[O:12])[CH2:10][CH2:9]3)=[CH:6][CH:7]=2)[CH:30]=[N:29][CH:28]=1. The catalyst class is: 110. (2) Reactant: [OH:1][C:2]1[CH:7]=[CH:6][C:5]([N:8]([CH3:52])[C:9]([C:11]2[CH:12]=[C:13]([C:20]3[CH:21]=[C:22]4[C:26](=[CH:27][C:28]=3[C:29]([N:31]3[C@H:40]([CH2:41][N:42]5[CH2:47][CH2:46][O:45][CH2:44][CH2:43]5)[CH2:39][C:38]5[C:33](=[CH:34][CH:35]=[CH:36][CH:37]=5)[CH2:32]3)=[O:30])[CH2:25][N:24]([C:48](=[O:51])[CH2:49][CH3:50])[CH2:23]4)[N:14]3[C:19]=2[CH2:18][CH2:17][CH2:16][CH2:15]3)=[O:10])=[CH:4][CH:3]=1.[ClH:53]. Product: [ClH:53].[OH:1][C:2]1[CH:3]=[CH:4][C:5]([N:8]([CH3:52])[C:9]([C:11]2[CH:12]=[C:13]([C:20]3[CH:21]=[C:22]4[C:26](=[CH:27][C:28]=3[C:29]([N:31]3[C@H:40]([CH2:41][N:42]5[CH2:43][CH2:44][O:45][CH2:46][CH2:47]5)[CH2:39][C:38]5[C:33](=[CH:34][CH:35]=[CH:36][CH:37]=5)[CH2:32]3)=[O:30])[CH2:25][N:24]([C:48](=[O:51])[CH2:49][CH3:50])[CH2:23]4)[N:14]3[C:19]=2[CH2:18][CH2:17][CH2:16][CH2:15]3)=[O:10])=[CH:6][CH:7]=1. The catalyst class is: 32. (3) Reactant: Br[CH2:2][C:3]([C:5]1[CH:12]=[CH:11][C:8]([C:9]#[N:10])=[CH:7][CH:6]=1)=O.[NH2:13][C:14]1[S:15][CH2:16][CH2:17][N:18]=1.Cl.N. Product: [S:15]1[CH2:16][CH2:17][N:18]2[C:3]([C:5]3[CH:12]=[CH:11][C:8]([C:9]#[N:10])=[CH:7][CH:6]=3)=[CH:2][N:13]=[C:14]12. The catalyst class is: 382. (4) Reactant: [NH2:1][C:2]1[C:3]2[N:14]([CH2:15][O:16][CH2:17][C:18]3[CH:23]=[CH:22][CH:21]=[CH:20][CH:19]=3)[CH:13]=[C:12]([C:24]#[C:25][CH2:26][CH2:27][CH:28]=O)[C:4]=2[N:5]=[C:6]([CH2:8][CH2:9][CH2:10][CH3:11])[N:7]=1.Cl.[CH3:31][CH:32]1[CH2:35][NH:34][CH2:33]1.C(N(CC)CC)C.C(O[BH-](OC(=O)C)OC(=O)C)(=O)C.[Na+]. Product: [CH2:17]([O:16][CH2:15][N:14]1[C:3]2[C:2]([NH2:1])=[N:7][C:6]([CH2:8][CH2:9][CH2:10][CH3:11])=[N:5][C:4]=2[C:12]([C:24]#[C:25][CH2:26][CH2:27][CH2:28][N:34]2[CH2:35][CH:32]([CH3:31])[CH2:33]2)=[CH:13]1)[C:18]1[CH:23]=[CH:22][CH:21]=[CH:20][CH:19]=1. The catalyst class is: 2. (5) Reactant: C(OC(=O)[NH:7][C:8]1[CH:13]=[CH:12][C:11]([NH:14][C:15]2[CH:20]=[C:19]([Cl:21])[N:18]=[CH:17][N:16]=2)=[CH:10][CH:9]=1)(C)(C)C.C(OC(=O)N)(C)(C)C.Cl. Product: [Cl:21][C:19]1[N:18]=[CH:17][N:16]=[C:15]([NH:14][C:11]2[CH:12]=[CH:13][C:8]([NH2:7])=[CH:9][CH:10]=2)[CH:20]=1. The catalyst class is: 12. (6) Reactant: Cl[C:2]1[N:7]=[CH:6][N:5]=[C:4]([N:8]2[CH2:13][CH2:12][CH:11]([C:14]([NH:16][C:17]3[S:18][C:19]([N:27]4[CH2:32][CH2:31][O:30][CH2:29][CH2:28]4)=[C:20]([C:22]4[O:23][CH:24]=[CH:25][CH:26]=4)[N:21]=3)=[O:15])[CH2:10][CH2:9]2)[CH:3]=1.[H][H]. Product: [O:23]1[CH:24]=[CH:25][CH:26]=[C:22]1[C:20]1[N:21]=[C:17]([NH:16][C:14]([CH:11]2[CH2:10][CH2:9][N:8]([C:4]3[CH:3]=[CH:2][N:7]=[CH:6][N:5]=3)[CH2:13][CH2:12]2)=[O:15])[S:18][C:19]=1[N:27]1[CH2:32][CH2:31][O:30][CH2:29][CH2:28]1. The catalyst class is: 178.